Task: Regression/Classification. Given a drug SMILES string, predict its absorption, distribution, metabolism, or excretion properties. Task type varies by dataset: regression for continuous measurements (e.g., permeability, clearance, half-life) or binary classification for categorical outcomes (e.g., BBB penetration, CYP inhibition). Dataset: b3db_classification.. Dataset: Blood-brain barrier permeability classification from the B3DB database (1) The compound is Cc1cn(C2C=CC(CO)O2)c(=O)[nH]c1=O. The result is 1 (penetrates BBB). (2) The result is 1 (penetrates BBB). The drug is NS(=O)(=O)c1ccc(N2CCCCS2(=O)=O)cc1.